This data is from Full USPTO retrosynthesis dataset with 1.9M reactions from patents (1976-2016). The task is: Predict the reactants needed to synthesize the given product. (1) Given the product [Si:25]([O:6][C:7]1[CH:8]=[C:9]2[C:13](=[CH:14][CH:15]=1)[NH:12][N:11]=[CH:10]2)([C:21]([CH3:24])([CH3:23])[CH3:22])([CH3:28])[CH3:27], predict the reactants needed to synthesize it. The reactants are: CN(C)C=O.[OH:6][C:7]1[CH:8]=[C:9]2[C:13](=[CH:14][CH:15]=1)[NH:12][N:11]=[CH:10]2.N1C=CN=C1.[C:21]([Si:25]([CH3:28])([CH3:27])Cl)([CH3:24])([CH3:23])[CH3:22]. (2) Given the product [C:1]([C:5]1[CH:6]=[C:7]([C:15]2[N:16]([C:30]3[CH:38]=[CH:37][C:33]([C:34]([OH:36])=[O:35])=[CH:32][CH:31]=3)[N:17]=[C:18]([C:20]3[CH:25]=[CH:24][C:23]([C:26]([O:28][CH3:29])=[O:27])=[CH:22][CH:21]=3)[CH:19]=2)[CH:8]=[C:9]([O:11][CH:12]([CH3:14])[CH3:13])[CH:10]=1)([CH3:3])([CH3:4])[CH3:2], predict the reactants needed to synthesize it. The reactants are: [C:1]([C:5]1[CH:6]=[C:7]([CH:15]2[CH2:19][C:18]([C:20]3[CH:25]=[CH:24][C:23]([C:26]([O:28][CH3:29])=[O:27])=[CH:22][CH:21]=3)=[N:17][N:16]2[C:30]2[CH:38]=[CH:37][C:33]([C:34]([OH:36])=[O:35])=[CH:32][CH:31]=2)[CH:8]=[C:9]([O:11][CH:12]([CH3:14])[CH3:13])[CH:10]=1)([CH3:4])([CH3:3])[CH3:2].C(C1C(=O)C(Cl)=C(Cl)C(=O)C=1C#N)#N. (3) Given the product [CH2:7]([S:18][C:17]1[N:19]=[C:21]([Cl:20])[S:24][N:16]=1)[C:1]1[CH:6]=[CH:5][CH:4]=[CH:3][CH:2]=1, predict the reactants needed to synthesize it. The reactants are: [C:1]1([CH3:7])[CH:6]=[CH:5][CH:4]=[CH:3][CH:2]=1.Cl.C([NH:16][C:17](=[NH:19])[SH:18])C1C=CC=CC=1.[Cl:20][C:21]([SH:24])(Cl)Cl.[OH-].[Na+]. (4) Given the product [CH2:1]([N:8]1[CH2:14][CH2:13][CH2:12][C:11]2([CH2:23][C:22](=[O:24])[C:21]3[C:16](=[CH:17][CH:18]=[C:19](/[CH:25]=[CH:26]/[C:27]([NH:30][O:31][CH:32]4[CH2:37][CH2:36][CH2:35][CH2:34][O:33]4)=[O:28])[CH:20]=3)[O:15]2)[CH2:10][CH2:9]1)[C:2]1[CH:3]=[CH:4][CH:5]=[CH:6][CH:7]=1, predict the reactants needed to synthesize it. The reactants are: [CH2:1]([N:8]1[CH2:14][CH2:13][CH2:12][C:11]2([CH2:23][C:22](=[O:24])[C:21]3[C:16](=[CH:17][CH:18]=[C:19](/[CH:25]=[CH:26]/[C:27](O)=[O:28])[CH:20]=3)[O:15]2)[CH2:10][CH2:9]1)[C:2]1[CH:7]=[CH:6][CH:5]=[CH:4][CH:3]=1.[NH2:30][O:31][CH:32]1[CH2:37][CH2:36][CH2:35][CH2:34][O:33]1. (5) Given the product [Br:1][C:2]1[CH:7]=[C:6]([C:8]2[N:9]=[N:10][NH:11][CH:12]=2)[CH:5]=[CH:4][N:3]=1, predict the reactants needed to synthesize it. The reactants are: [Br:1][C:2]1[CH:7]=[C:6]([C:8]2[N:9]=[N:10][N:11](CC3C=CC(OC)=CC=3)[CH:12]=2)[CH:5]=[CH:4][N:3]=1.C(O)(C(F)(F)F)=O. (6) Given the product [NH2:1][C:4]1[CH:12]=[C:11]2[C:7]([CH:8]=[N:9][N:10]2[CH:13]2[CH2:14][CH2:15][N:16]([C:19]([O:21][C:22]([CH3:25])([CH3:24])[CH3:23])=[O:20])[CH2:17][CH2:18]2)=[CH:6][CH:5]=1, predict the reactants needed to synthesize it. The reactants are: [N+:1]([C:4]1[CH:12]=[C:11]2[C:7]([CH:8]=[N:9][N:10]2[CH:13]2[CH2:18][CH2:17][N:16]([C:19]([O:21][C:22]([CH3:25])([CH3:24])[CH3:23])=[O:20])[CH2:15][CH2:14]2)=[CH:6][CH:5]=1)([O-])=O. (7) Given the product [CH3:11][O:10][C:9]1[CH:8]=[CH:7][C:4]([C:2]2[CH:3]=[C:4]([CH:7]=[C:8]([O:12][CH3:13])[C:9]=2[O:10][CH3:11])[CH2:5][NH:22][C@@H:20]([C:14]2[CH:19]=[CH:18][CH:17]=[CH:16][CH:15]=2)[CH3:21])=[CH:3][CH:2]=1.[Br:1][C:2]1[CH:3]=[C:4]([CH:7]=[C:8]([O:12][CH3:13])[C:9]=1[O:10][CH3:11])[CH2:5][NH:22][C@@H:20]([C:14]1[CH:19]=[CH:18][CH:17]=[CH:16][CH:15]=1)[CH3:21], predict the reactants needed to synthesize it. The reactants are: [Br:1][C:2]1[CH:3]=[C:4]([CH:7]=[C:8]([O:12][CH3:13])[C:9]=1[O:10][CH3:11])[CH:5]=O.[C:14]1([C@H:20]([NH2:22])[CH3:21])[CH:19]=[CH:18][CH:17]=[CH:16][CH:15]=1.[BH3-]C#N.[Na+].